From a dataset of Catalyst prediction with 721,799 reactions and 888 catalyst types from USPTO. Predict which catalyst facilitates the given reaction. (1) Reactant: C[O:2][C:3]1[CH:12]=[C:11]2[C:6]([CH:7]=[CH:8][C:9](C)=[N:10]2)=[CH:5][CH:4]=1.B(Br)(Br)Br.[C:18](=O)([O-])O.[Na+]. Product: [CH3:18][C:8]1[CH:9]=[N:10][C:11]2[C:6]([CH:7]=1)=[CH:5][CH:4]=[C:3]([OH:2])[CH:12]=2. The catalyst class is: 4. (2) Reactant: Cl.[CH2:2]([N:9]1[CH2:14][CH2:13][O:12][CH:11]([C:15]([OH:17])=O)[CH2:10]1)[C:3]1[CH:8]=[CH:7][CH:6]=[CH:5][CH:4]=1.F[B-](F)(F)F.N1(OC(N(C)C)=[N+](C)C)C2C=CC=CC=2N=N1.O.ON1C2C=CC=CC=2N=N1.C(N(CC)C(C)C)(C)C.O[N:61]=[C:62]([NH2:69])[C:63]1[CH:68]=[CH:67][CH:66]=[CH:65][CH:64]=1. Product: [CH2:2]([N:9]1[CH2:14][CH2:13][O:12][CH:11]([C:15]2[O:17][N:69]=[C:62]([C:63]3[CH:68]=[CH:67][CH:66]=[CH:65][CH:64]=3)[N:61]=2)[CH2:10]1)[C:3]1[CH:4]=[CH:5][CH:6]=[CH:7][CH:8]=1. The catalyst class is: 6. (3) Reactant: [C:1]1([CH:7]([C:37]2[CH:42]=[CH:41][CH:40]=[CH:39][CH:38]=2)[O:8][CH:9]2[CH2:14][CH2:13][N:12]([CH2:15][CH2:16][CH2:17][NH:18][C:19]3[CH:20]=[CH:21][C:22]4[N:23]([C:25](=[O:36])[N:26]([C:28]([CH3:35])([CH3:34])[C:29]([O:31]CC)=[O:30])[N:27]=4)[N:24]=3)[CH2:11][CH2:10]2)[CH:6]=[CH:5][CH:4]=[CH:3][CH:2]=1.[OH-].[Na+]. Product: [C:37]1([CH:7]([C:1]2[CH:6]=[CH:5][CH:4]=[CH:3][CH:2]=2)[O:8][CH:9]2[CH2:10][CH2:11][N:12]([CH2:15][CH2:16][CH2:17][NH:18][C:19]3[CH:20]=[CH:21][C:22]4[N:23]([C:25](=[O:36])[N:26]([C:28]([CH3:35])([CH3:34])[C:29]([OH:31])=[O:30])[N:27]=4)[N:24]=3)[CH2:13][CH2:14]2)[CH:38]=[CH:39][CH:40]=[CH:41][CH:42]=1. The catalyst class is: 8. (4) Reactant: [CH3:1][O:2][C:3](=[O:14])[C:4]1[CH:9]=[C:8]([N+:10]([O-])=O)[CH:7]=[CH:6][C:5]=1[CH3:13].[H][H]. Product: [CH3:1][O:2][C:3](=[O:14])[C:4]1[CH:9]=[C:8]([NH2:10])[CH:7]=[CH:6][C:5]=1[CH3:13]. The catalyst class is: 50. (5) Reactant: [CH:1]([NH:4][C:5]1[O:6][C:7]([C:10]2[CH:11]=[C:12]3[C:16](=[CH:17][CH:18]=2)[N:15]([S:19]([C:22]2[CH:28]=[CH:27][C:25]([CH3:26])=[CH:24][CH:23]=2)(=[O:21])=[O:20])[CH:14]=[C:13]3B2OC(C)(C)C(C)(C)O2)=[N:8][N:9]=1)([CH3:3])[CH3:2].Br[C:39]1[N:44]=[C:43]([C:45]([OH:47])=[O:46])[CH:42]=[CH:41][CH:40]=1.O.C([O-])([O-])=O.[Na+].[Na+]. Product: [CH:1]([NH:4][C:5]1[O:6][C:7]([C:10]2[CH:11]=[C:12]3[C:16](=[CH:17][CH:18]=2)[N:15]([S:19]([C:22]2[CH:28]=[CH:27][C:25]([CH3:26])=[CH:24][CH:23]=2)(=[O:20])=[O:21])[CH:14]=[C:13]3[C:39]2[N:44]=[C:43]([C:45]([OH:47])=[O:46])[CH:42]=[CH:41][CH:40]=2)=[N:8][N:9]=1)([CH3:3])[CH3:2]. The catalyst class is: 104. (6) Reactant: [CH:1]1([C:4]2[N:9]=[CH:8][C:7]([OH:10])=[CH:6][C:5]=2[O:11][C:12]([F:15])([F:14])[CH3:13])[CH2:3][CH2:2]1.[Cl:16][C:17]1[C:18](F)=[CH:19][C:20]([F:30])=[C:21]([CH:29]=1)[C:22]([O:24][C:25]([CH3:28])([CH3:27])[CH3:26])=[O:23].C(=O)([O-])[O-].[K+].[K+]. Product: [Cl:16][C:17]1[C:18]([O:10][C:7]2[CH:8]=[N:9][C:4]([CH:1]3[CH2:2][CH2:3]3)=[C:5]([O:11][C:12]([F:15])([F:14])[CH3:13])[CH:6]=2)=[CH:19][C:20]([F:30])=[C:21]([CH:29]=1)[C:22]([O:24][C:25]([CH3:26])([CH3:27])[CH3:28])=[O:23]. The catalyst class is: 58. (7) Reactant: [C:1]([O:4][C@H:5]1[C@H:10](N=C=S)[C@@H:9]([O:14][C:15](=[O:17])[CH3:16])[C@H:8]([O:18][C:19](=[O:21])[CH3:20])[C@@H:7](COC(=O)C)[O:6]1)(=[O:3])[CH3:2].FC(F)(F)CN. Product: [C:1]([O:4][CH:5]1[CH2:10][CH:9]([O:14][C:15](=[O:17])[CH3:16])[CH:8]([O:18][C:19](=[O:21])[CH3:20])[CH2:7][O:6]1)(=[O:3])[CH3:2]. The catalyst class is: 23.